Dataset: Forward reaction prediction with 1.9M reactions from USPTO patents (1976-2016). Task: Predict the product of the given reaction. (1) The product is: [CH3:1][N:2]1[CH2:15][CH2:14][C:5]2[N:6]([CH:22]3[CH2:21][CH2:20][CH2:19][CH2:18][CH:23]3[OH:24])[C:7]3[CH:8]=[CH:9][C:10]([CH3:13])=[CH:11][C:12]=3[C:4]=2[CH2:3]1. Given the reactants [CH3:1][N:2]1[CH2:15][CH2:14][C:5]2[NH:6][C:7]3[CH:8]=[CH:9][C:10]([CH3:13])=[CH:11][C:12]=3[C:4]=2[CH2:3]1.[H-].[Na+].[CH:18]12[O:24][CH:23]1[CH2:22][CH2:21][CH2:20][CH2:19]2, predict the reaction product. (2) Given the reactants Cl[C:2]([O:4][C:5]1[CH:10]=[CH:9][CH:8]=[CH:7][CH:6]=1)=[O:3].[NH2:11][C:12]1([C:38]2[C:39]([O:44][CH2:45][CH3:46])=[N:40][CH:41]=[CH:42][CH:43]=2)[C:20]2[C:15](=[CH:16][C:17]([F:23])=[C:18]([C:21]#[N:22])[CH:19]=2)[N:14]([S:24]([C:27]2[CH:32]=[CH:31][C:30]([O:33][CH3:34])=[CH:29][C:28]=2[O:35][CH3:36])(=[O:26])=[O:25])[C:13]1=[O:37], predict the reaction product. The product is: [C:21]([C:18]1[CH:19]=[C:20]2[C:15](=[CH:16][C:17]=1[F:23])[N:14]([S:24]([C:27]1[CH:32]=[CH:31][C:30]([O:33][CH3:34])=[CH:29][C:28]=1[O:35][CH3:36])(=[O:25])=[O:26])[C:13](=[O:37])[C:12]2([NH:11][C:2](=[O:3])[O:4][C:5]1[CH:10]=[CH:9][CH:8]=[CH:7][CH:6]=1)[C:38]1[C:39]([O:44][CH2:45][CH3:46])=[N:40][CH:41]=[CH:42][CH:43]=1)#[N:22]. (3) Given the reactants [CH2:1]([C:3]1[O:4][C:5]2[CH:22]=[CH:21][CH:20]=[CH:19][C:6]=2[C:7]=1[C:8]([C:10]1[CH:15]=[CH:14][C:13]([O:16]C)=[C:12]([F:18])[CH:11]=1)=[O:9])[CH3:2], predict the reaction product. The product is: [CH2:1]([C:3]1[O:4][C:5]2[CH:22]=[CH:21][CH:20]=[CH:19][C:6]=2[C:7]=1[C:8]([C:10]1[CH:15]=[CH:14][C:13]([OH:16])=[C:12]([F:18])[CH:11]=1)=[O:9])[CH3:2].